From a dataset of Full USPTO retrosynthesis dataset with 1.9M reactions from patents (1976-2016). Predict the reactants needed to synthesize the given product. (1) Given the product [N:11]1([CH2:17][CH2:18][O:19][C:20]2[CH:25]=[N:24][C:23]([C:26]3[CH:27]=[C:28]([CH2:29][OH:30])[CH:33]=[CH:34][CH:35]=3)=[N:22][CH:21]=2)[CH2:12][CH2:13][O:14][CH2:15][CH2:16]1, predict the reactants needed to synthesize it. The reactants are: [H-].C([Al+]CC(C)C)C(C)C.[N:11]1([CH2:17][CH2:18][O:19][C:20]2[CH:21]=[N:22][C:23]([C:26]3[CH:27]=[C:28]([CH:33]=[CH:34][CH:35]=3)[C:29](OC)=[O:30])=[N:24][CH:25]=2)[CH2:16][CH2:15][O:14][CH2:13][CH2:12]1.[Cl-].[NH4+]. (2) Given the product [C:17]([C:21]1[CH:26]=[CH:25][C:24]([S:27]([NH:1][C:2]2[CH:7]=[CH:6][C:5]([Cl:8])=[CH:4][C:3]=2[C:9](=[O:10])[C:11]2[CH:16]=[CH:15][N:14]=[CH:13][CH:12]=2)(=[O:29])=[O:28])=[CH:23][CH:22]=1)([CH3:20])([CH3:18])[CH3:19], predict the reactants needed to synthesize it. The reactants are: [NH2:1][C:2]1[CH:7]=[CH:6][C:5]([Cl:8])=[CH:4][C:3]=1[C:9]([C:11]1[CH:16]=[CH:15][N:14]=[CH:13][CH:12]=1)=[O:10].[C:17]([C:21]1[CH:26]=[CH:25][C:24]([S:27](Cl)(=[O:29])=[O:28])=[CH:23][CH:22]=1)([CH3:20])([CH3:19])[CH3:18].